From a dataset of Forward reaction prediction with 1.9M reactions from USPTO patents (1976-2016). Predict the product of the given reaction. (1) The product is: [F:1][C:2]([F:14])([C:10]([F:11])([F:12])[F:13])/[CH:3]=[CH:4]/[C:5]([OH:7])=[O:6]. Given the reactants [F:1][C:2]([F:14])([C:10]([F:13])([F:12])[F:11])/[CH:3]=[CH:4]/[C:5]([O:7]CC)=[O:6], predict the reaction product. (2) Given the reactants [F:1][C:2]1[CH:11]=[CH:10][C:5]([CH2:6][NH:7][CH2:8][CH3:9])=[CH:4][CH:3]=1.C(N(C(C)C)C(C)C)C.Cl[C:22](=[O:44])[CH2:23][O:24][C:25]1[CH:30]=[CH:29][C:28]([CH2:31][CH2:32][O:33][C:34]2[CH:43]=[CH:42][CH:41]=[CH:40][C:35]=2[C:36]([O:38][CH3:39])=[O:37])=[CH:27][CH:26]=1, predict the reaction product. The product is: [CH2:8]([N:7]([CH2:6][C:5]1[CH:4]=[CH:3][C:2]([F:1])=[CH:11][CH:10]=1)[C:22](=[O:44])[CH2:23][O:24][C:25]1[CH:26]=[CH:27][C:28]([CH2:31][CH2:32][O:33][C:34]2[CH:43]=[CH:42][CH:41]=[CH:40][C:35]=2[C:36]([O:38][CH3:39])=[O:37])=[CH:29][CH:30]=1)[CH3:9].